Dataset: Reaction yield outcomes from USPTO patents with 853,638 reactions. Task: Predict the reaction yield, written as a fraction of the theoretical maximum amount of product (1.0 means a 100% yield; for example, 0.34 means a 34% yield). (1) The reactants are [F:1][C:2]1[CH:7]=[CH:6][CH:5]=[CH:4][C:3]=1[N:8]1[C:12]([C:13]2[CH:18]=[CH:17][CH:16]=[CH:15][C:14]=2[C:19]2[CH:24]=[CH:23][CH:22]=[CH:21][C:20]=2[OH:25])=[N:11][N:10]=[N:9]1.[CH3:26][O:27][CH2:28]OC1C=CC=CC=1B(O)O. No catalyst specified. The product is [F:1][C:2]1[CH:7]=[CH:6][CH:5]=[CH:4][C:3]=1[N:8]1[C:12]([C:13]2[CH:18]=[CH:17][CH:16]=[CH:15][C:14]=2[C:19]2[CH:24]=[CH:23][CH:22]=[CH:21][C:20]=2[O:25][CH2:26][O:27][CH3:28])=[N:11][N:10]=[N:9]1. The yield is 0.820. (2) The product is [CH3:17][O:16][C:12]1[C:11]([C:2]2[CH:7]=[CH:6][CH:5]=[CH:4][C:3]=2[Cl:8])=[C:10]([Cl:9])[CH:15]=[CH:14][CH:13]=1. The yield is 0.730. No catalyst specified. The reactants are Br[C:2]1[CH:7]=[CH:6][CH:5]=[CH:4][C:3]=1[Cl:8].[Cl:9][C:10]1[CH:15]=[CH:14][CH:13]=[C:12]([O:16][CH3:17])[C:11]=1B(O)O.CC1C=CC(S(OCC2CC3C(C4C=CC=CC=4)=CC=CC=3O2)(=O)=O)=CC=1. (3) The catalyst is C(OCC)C. The product is [NH2:1][C@H:4]1[CH2:28][CH2:27][C@@:26]2([CH3:29])[C:6](=[CH:7][CH2:8][C@@H:9]3[C@@H:25]2[CH2:24][CH2:23][C@@:22]2([CH3:30])[C@H:10]3[CH2:11][CH2:12][C@@H:13]2[C@H:14]([CH3:21])[CH2:15][CH2:16][CH2:17][CH:18]([CH3:20])[CH3:19])[CH2:5]1. The yield is 0.963. The reactants are [N:1]([C@H:4]1[CH2:28][CH2:27][C@@:26]2([CH3:29])[C:6](=[CH:7][CH2:8][C@@H:9]3[C@@H:25]2[CH2:24][CH2:23][C@@:22]2([CH3:30])[C@H:10]3[CH2:11][CH2:12][C@@H:13]2[C@H:14]([CH3:21])[CH2:15][CH2:16][CH2:17][CH:18]([CH3:20])[CH3:19])[CH2:5]1)=[N+]=[N-].[H-].[H-].[H-].[H-].[Li+].[Al+3]. (4) The product is [CH2:21]([N:16]1[CH2:15][C:14]([CH3:18])([CH3:17])[CH2:13][S:12][C:11]1=[N:10][C:5]1[CH:6]=[CH:7][CH:8]=[CH:9][C:4]=1[CH:1]([CH3:3])[CH3:2])[CH3:22]. The yield is 0.710. The catalyst is CN(C)C=O. The reactants are [CH:1]([C:4]1[CH:9]=[CH:8][CH:7]=[CH:6][C:5]=1[N:10]=[C:11]1[N:16]=[CH:15][C:14]([CH3:18])([CH3:17])[CH2:13][S:12]1)([CH3:3])[CH3:2].[H-].[Na+].[CH2:21](I)[CH3:22].O. (5) The reactants are [NH:1]1[C:9]2[C:4](=[CH:5][CH:6]=[CH:7][C:8]=2[C:10]([OH:12])=O)[CH:3]=[N:2]1.CN(C(ON1N=NC2C=CC=NC1=2)=[N+](C)C)C.F[P-](F)(F)(F)(F)F.CCN(C(C)C)C(C)C.[C:46]([NH2:55])([C:49]1[CH:54]=[CH:53][CH:52]=[CH:51][CH:50]=1)([CH3:48])[CH3:47]. The catalyst is O1CCCC1. The product is [C:49]1([C:46]([NH:55][C:10]([C:8]2[CH:7]=[CH:6][CH:5]=[C:4]3[C:9]=2[NH:1][N:2]=[CH:3]3)=[O:12])([CH3:48])[CH3:47])[CH:54]=[CH:53][CH:52]=[CH:51][CH:50]=1. The yield is 0.810. (6) The reactants are C(NC(C)C)(C)C.C([Li])CCC.[S:13]1(=O)[CH2:18][CH2:17][CH2:16][CH2:15][CH2:14]1.C1C=CC(N([S:34]([C:37]([F:40])([F:39])[F:38])(=[O:36])=[O:35])[S:34]([C:37]([F:40])([F:39])[F:38])(=[O:36])=[O:35])=CC=1.C1C[O:44]CC1. No catalyst specified. The product is [S:13]1[CH2:18][CH:17]=[C:16]([O:35][S:34]([C:37]([F:40])([F:39])[F:38])(=[O:44])=[O:36])[CH2:15][CH2:14]1. The yield is 0.980. (7) The reactants are [F:1][C:2]1[CH:7]=[CH:6][C:5]([N:8]2[C:11](=[O:12])[C@H:10]([S:13][CH2:14][C:15]([C:17]3[CH:22]=[CH:21][C:20]([F:23])=[CH:19][CH:18]=3)=[O:16])[C@H:9]2[C:24]2[CH:46]=[CH:45][C:27]([O:28][CH2:29][C:30]([NH:32][CH2:33][C:34]([NH:36][C@H:37]([C:42]([OH:44])=[O:43])[CH2:38][C:39](=[O:41])[NH2:40])=[O:35])=[O:31])=[CH:26][CH:25]=2)=[CH:4][CH:3]=1.[BH4-].[Na+]. The catalyst is CO.C(O)(=O)C. The product is [F:1][C:2]1[CH:3]=[CH:4][C:5]([N:8]2[C:11](=[O:12])[C@H:10]([S:13][CH2:14][CH:15]([C:17]3[CH:22]=[CH:21][C:20]([F:23])=[CH:19][CH:18]=3)[OH:16])[C@H:9]2[C:24]2[CH:46]=[CH:45][C:27]([O:28][CH2:29][C:30]([NH:32][CH2:33][C:34]([NH:36][C@H:37]([C:42]([OH:44])=[O:43])[CH2:38][C:39](=[O:41])[NH2:40])=[O:35])=[O:31])=[CH:26][CH:25]=2)=[CH:6][CH:7]=1. The yield is 0.800. (8) The reactants are [CH2:1]([NH:3][C:4]([NH:6][C:7]1[NH:11][C:10]2[C:12]([C@H:27]3[CH2:31][CH2:30][CH2:29][O:28]3)=[C:13]([F:26])[C:14]([C:16]3[CH:17]=[N:18][C:19]([C:22]([OH:25])([CH3:24])[CH3:23])=[N:20][CH:21]=3)=[CH:15][C:9]=2[N:8]=1)=[O:5])[CH3:2].[CH3:32][C:33]([O:36][C:37](O[C:37]([O:36][C:33]([CH3:35])([CH3:34])[CH3:32])=[O:38])=[O:38])([CH3:35])[CH3:34].N. The catalyst is CN(C=O)C.CO. The product is [C:37]([N:3]([CH2:1][CH3:2])[C:4]([NH:6][C:7]1[NH:11][C:10]2[C:12]([C@H:27]3[CH2:31][CH2:30][CH2:29][O:28]3)=[C:13]([F:26])[C:14]([C:16]3[CH:17]=[N:18][C:19]([C:22]([OH:25])([CH3:24])[CH3:23])=[N:20][CH:21]=3)=[CH:15][C:9]=2[N:8]=1)=[O:5])([O:36][C:33]([CH3:35])([CH3:34])[CH3:32])=[O:38]. The yield is 0.943. (9) The reactants are [C:1]([OH:7])(=[O:6])[CH2:2][C:3]([OH:5])=[O:4].[CH2:8](O)[C:9]([CH3:12])([CH3:11])[CH3:10].S(=O)(=O)(O)O.O. The catalyst is C1(C)C=CC=CC=1. The product is [C:1]([O:7][CH2:8][C:9]([CH3:12])([CH3:11])[CH3:10])(=[O:6])[CH2:2][C:3]([O:5][CH2:8][C:9]([CH3:12])([CH3:11])[CH3:10])=[O:4]. The yield is 0.940.